Dataset: Aqueous solubility values for 9,982 compounds from the AqSolDB database. Task: Regression/Classification. Given a drug SMILES string, predict its absorption, distribution, metabolism, or excretion properties. Task type varies by dataset: regression for continuous measurements (e.g., permeability, clearance, half-life) or binary classification for categorical outcomes (e.g., BBB penetration, CYP inhibition). For this dataset (solubility_aqsoldb), we predict Y. The Y is -0.254 log mol/L. The drug is OCC(Cl)(Cl)Cl.